This data is from Forward reaction prediction with 1.9M reactions from USPTO patents (1976-2016). The task is: Predict the product of the given reaction. (1) Given the reactants [CH2:1]([NH:3][C:4]([N:6]1[C:14]2[C:9](=[CH:10][C:11]([O:15][C:16]3[CH:21]=[CH:20][N:19]=[C:18]([NH:22][C:23]([NH:25][CH2:26][C:27](O)=[O:28])=[O:24])[CH:17]=3)=[CH:12][CH:13]=2)[CH:8]=[CH:7]1)=[O:5])[CH3:2].Cl.[OH:31][C:32]1([CH3:38])[CH2:37][CH2:36][NH:35][CH2:34][CH2:33]1, predict the reaction product. The product is: [CH2:1]([NH:3][C:4]([N:6]1[C:14]2[C:9](=[CH:10][C:11]([O:15][C:16]3[CH:21]=[CH:20][N:19]=[C:18]([NH:22][C:23]([NH:25][CH2:26][C:27]([N:35]4[CH2:36][CH2:37][C:32]([OH:31])([CH3:38])[CH2:33][CH2:34]4)=[O:28])=[O:24])[CH:17]=3)=[CH:12][CH:13]=2)[CH:8]=[CH:7]1)=[O:5])[CH3:2]. (2) The product is: [N+:8]([C:7]1[CH:6]=[CH:5][N+:4]([O-:11])=[CH:3][C:2]=1[N:12]1[CH2:17][CH2:16][CH2:15][CH2:14][CH2:13]1)([O-:10])=[O:9]. Given the reactants Br[C:2]1[CH:3]=[N+:4]([O-:11])[CH:5]=[CH:6][C:7]=1[N+:8]([O-:10])=[O:9].[NH:12]1[CH2:17][CH2:16][CH2:15][CH2:14][CH2:13]1, predict the reaction product. (3) Given the reactants [NH:1]1[C:5]2([CH2:10][CH2:9][O:8][CH2:7][CH2:6]2)[CH2:4][CH2:3][CH:2]1[C:11]([O:13][CH2:14][CH3:15])=[O:12].CCN(C(C)C)C(C)C.[C:25](Cl)(=[O:27])[CH3:26], predict the reaction product. The product is: [C:25]([N:1]1[C:5]2([CH2:6][CH2:7][O:8][CH2:9][CH2:10]2)[CH2:4][CH2:3][CH:2]1[C:11]([O:13][CH2:14][CH3:15])=[O:12])(=[O:27])[CH3:26]. (4) Given the reactants [F:1][C:2]1[CH:9]=[CH:8][CH:7]=[C:6]([O:10]C)[C:3]=1C#N.C[Mg]I.[CH2:15]([O:17][CH2:18][CH3:19])C.Cl, predict the reaction product. The product is: [F:1][C:2]1[CH:9]=[CH:8][CH:19]=[C:18]([O:17][CH3:15])[C:3]=1[C:6](=[O:10])[CH3:7]. (5) Given the reactants [NH2:1][C:2]1[C:7]([O:8][CH3:9])=[CH:6][CH:5]=[CH:4][C:3]=1[N+:10]([O-])=O.[Cl:13][CH2:14][C:15](O)=O.Cl, predict the reaction product. The product is: [Cl:13][CH2:14][C:15]1[NH:10][C:3]2[CH:4]=[CH:5][CH:6]=[C:7]([O:8][CH3:9])[C:2]=2[N:1]=1.